Dataset: Catalyst prediction with 721,799 reactions and 888 catalyst types from USPTO. Task: Predict which catalyst facilitates the given reaction. (1) Reactant: [Br:1][C:2]1[CH:3]=[C:4]([C:8]2[CH:16]=[CH:15][CH:14]=[C:13]3[C:9]=2[CH2:10][C:11](=[O:17])[NH:12]3)[CH:5]=[CH:6][CH:7]=1.[CH:18]([N:21]([CH:36]([CH3:38])[CH3:37])[CH2:22][CH2:23][NH:24][C:25]([C:27]1[C:31]([CH3:32])=[C:30]([CH:33]=O)[NH:29][C:28]=1[CH3:35])=[O:26])([CH3:20])[CH3:19]. Product: [CH:36]([N:21]([CH:18]([CH3:20])[CH3:19])[CH2:22][CH2:23][NH:24][C:25]([C:27]1[C:31]([CH3:32])=[C:30]([CH:33]=[C:10]2[C:9]3[C:13](=[CH:14][CH:15]=[CH:16][C:8]=3[C:4]3[CH:5]=[CH:6][CH:7]=[C:2]([Br:1])[CH:3]=3)[NH:12][C:11]2=[O:17])[NH:29][C:28]=1[CH3:35])=[O:26])([CH3:37])[CH3:38]. The catalyst class is: 360. (2) Reactant: [C:1]([O:5][C:6]([C@@:8]1([CH2:23][CH2:24]COS(C2C=CC=CC=2)(=O)=O)[CH:12]([F:13])[C:11](=[O:14])[N:10]([C@@H:15]([C:17]2[CH:22]=[CH:21][CH:20]=[CH:19][CH:18]=2)[CH3:16])[CH2:9]1)=[O:7])([CH3:4])([CH3:3])[CH3:2].[CH3:36][Si](C)(C)[N-][Si](C)(C)C.[K+].[Cl-].[NH4+]. Product: [C:1]([O:5][C:6]([C@@:8]12[CH2:23][CH2:24][CH2:36][C@:12]1([F:13])[C:11](=[O:14])[N:10]([C@@H:15]([C:17]1[CH:18]=[CH:19][CH:20]=[CH:21][CH:22]=1)[CH3:16])[CH2:9]2)=[O:7])([CH3:4])([CH3:2])[CH3:3]. The catalyst class is: 7. (3) Reactant: [CH3:1][C:2]1[CH:7]=[CH:6][N:5]=[CH:4][C:3]=1[N:8]1[CH2:12][CH2:11][NH:10][C:9]1=[O:13].Br[C:15]1[CH:20]=[CH:19][C:18]([O:21][CH3:22])=[C:17]([F:23])[CH:16]=1.N[C@@H]1CCCC[C@H]1N.P([O-])([O-])([O-])=O.[K+].[K+].[K+]. Product: [F:23][C:17]1[CH:16]=[C:15]([N:10]2[CH2:11][CH2:12][N:8]([C:3]3[CH:4]=[N:5][CH:6]=[CH:7][C:2]=3[CH3:1])[C:9]2=[O:13])[CH:20]=[CH:19][C:18]=1[O:21][CH3:22]. The catalyst class is: 246. (4) Reactant: N[C:2]1[CH:3]=[C:4]([C:17]2[CH:18]=[CH:19][C:20]3[N:21]([C:23]([C:26]4[CH:33]=[CH:32][C:29]([C:30]#[N:31])=[CH:28][CH:27]=4)=[CH:24][N:25]=3)[CH:22]=2)[CH:5]=[CH:6][C:7]=1[C:8]([N:10]1[CH2:15][CH2:14][N:13]([CH3:16])[CH2:12][CH2:11]1)=[O:9].[CH:34](=O)[CH3:35].[BH3-][C:38]#[N:39].[Na+].OS([O-])(=O)=O.[Na+].[CH3:47]O. Product: [CH2:34]([N:39]([CH2:38][CH3:47])[C:6]1[CH:5]=[C:4]([C:17]2[CH:18]=[CH:19][C:20]3[N:21]([C:23]([C:26]4[CH:27]=[CH:28][C:29]([C:30]#[N:31])=[CH:32][CH:33]=4)=[CH:24][N:25]=3)[CH:22]=2)[CH:3]=[CH:2][C:7]=1[C:8]([N:10]1[CH2:11][CH2:12][N:13]([CH3:16])[CH2:14][CH2:15]1)=[O:9])[CH3:35]. The catalyst class is: 15.